Task: Predict the reactants needed to synthesize the given product.. Dataset: Full USPTO retrosynthesis dataset with 1.9M reactions from patents (1976-2016) (1) The reactants are: [H-].[Na+].[Cl:3][C:4]1[CH:5]=[C:6]([N+:11]([O-:13])=[O:12])[C:7]([OH:10])=[N:8][CH:9]=1.[CH3:14]I. Given the product [Cl:3][C:4]1[CH:5]=[C:6]([N+:11]([O-:13])=[O:12])[C:7](=[O:10])[N:8]([CH3:14])[CH:9]=1, predict the reactants needed to synthesize it. (2) Given the product [C:15]([SiH2:14][O:13][C:12]([CH3:19])([CH3:20])[C:8]1[N:7]=[C:6]([C@@H:4]([NH2:1])[CH3:5])[CH:11]=[CH:10][CH:9]=1)([CH3:18])([CH3:16])[CH3:17], predict the reactants needed to synthesize it. The reactants are: [N:1]([C@H:4]([C:6]1[CH:11]=[CH:10][CH:9]=[C:8]([C:12]([CH3:20])([CH3:19])[O:13][SiH2:14][C:15]([CH3:18])([CH3:17])[CH3:16])[N:7]=1)[CH3:5])=[N+]=[N-]. (3) Given the product [NH2:22]/[C:11](/[CH2:10][C:3]1[CH:4]=[C:5]([F:9])[C:6]([F:8])=[CH:7][C:2]=1[F:1])=[CH:12]\[C:13]([O:15][CH3:16])=[O:14], predict the reactants needed to synthesize it. The reactants are: [F:1][C:2]1[CH:7]=[C:6]([F:8])[C:5]([F:9])=[CH:4][C:3]=1[CH2:10][C:11](=O)[CH2:12][C:13]([O:15][CH3:16])=[O:14].C([O-])(=O)C.[NH4+:22]. (4) The reactants are: [CH2:1]([C@H:8]1[N:13]([C:14](=[O:35])[CH2:15][CH2:16][C:17]2[CH:22]=[CH:21][CH:20]=[CH:19][C:18]=2[O:23][C:24]2[CH:29]=[CH:28][CH:27]=[CH:26][C:25]=2/[CH:30]=[CH:31]/[N+:32]([O-])=O)[CH2:12][CH2:11][N:10](C(OC(C)(C)C)=O)[CH2:9]1)C1C=CC=CC=1. Given the product [CH2:1]([C@@H:8]1[CH2:9][NH:10][CH2:11][CH2:12][N:13]1[C:14](=[O:35])[CH2:15][CH2:16][C:17]1[CH:22]=[CH:21][CH:20]=[CH:19][C:18]=1[O:23][C:24]1[CH:29]=[CH:28][CH:27]=[CH:26][C:25]=1[CH2:30][CH2:31][NH:32][C:18](=[O:23])[CH3:17])[C:24]1[CH:29]=[CH:28][CH:27]=[CH:26][CH:25]=1, predict the reactants needed to synthesize it.